From a dataset of Forward reaction prediction with 1.9M reactions from USPTO patents (1976-2016). Predict the product of the given reaction. (1) Given the reactants [Br:1][C:2]1[CH:3]=[CH:4][C:5]([NH2:8])=[N:6][CH:7]=1.Br[CH2:10][C:11]([C:13]1[CH:18]=[CH:17][C:16]([F:19])=[CH:15][CH:14]=1)=O.C(=O)(O)[O-].[Na+], predict the reaction product. The product is: [Br:1][C:2]1[CH:3]=[CH:4][C:5]2[N:6]([CH:10]=[C:11]([C:13]3[CH:18]=[CH:17][C:16]([F:19])=[CH:15][CH:14]=3)[N:8]=2)[CH:7]=1. (2) Given the reactants [CH3:1][O:2][C:3](=[O:21])[C:4]1[CH:9]=[C:8]([CH3:10])[C:7]([CH:11]=[CH:12][C:13]([O:15][C:16]([CH3:19])([CH3:18])[CH3:17])=[O:14])=[C:6]([CH3:20])[CH:5]=1, predict the reaction product. The product is: [CH3:1][O:2][C:3](=[O:21])[C:4]1[CH:9]=[C:8]([CH3:10])[C:7]([CH2:11][CH2:12][C:13]([O:15][C:16]([CH3:17])([CH3:18])[CH3:19])=[O:14])=[C:6]([CH3:20])[CH:5]=1. (3) Given the reactants COC(=O)C([CH:7]1[CH2:11][CH2:10][CH2:9][CH2:8]1)C=O.[C:13]([NH2:21])(=N)[C:14]1C=CC=CC=1.[Cl:22][C:23]1[CH:24]=[CH:25][C:26]([F:32])=[C:27]([CH:31]=1)[C:28]([NH2:30])=N.[CH2:33]([OH:35])C, predict the reaction product. The product is: [Cl:22][C:23]1[CH:24]=[CH:25][C:26]([F:32])=[C:27]([C:28]2[NH:30][C:33](=[O:35])[N:21]([CH:7]3[CH2:8][CH2:9][CH2:10][CH2:11]3)[CH2:13][CH:14]=2)[CH:31]=1. (4) Given the reactants Cl.[NH:2]1[CH2:7][CH2:6][CH:5]([N:8]2[CH2:12][CH2:11][O:10][C:9]2=[O:13])[CH2:4][CH2:3]1.[CH2:14](N1CCC(=O)CC1)[C:15]1[CH:20]=[CH:19][CH:18]=[CH:17][CH:16]=1.C(CN)O.C([BH3-])#N.[Na+].FC(F)(F)S(O)(=O)=O.Cl.C(N1CCC(NCCO)CC1)C1C=CC=CC=1.C(C1NC=CN=1)(C1NC=CN=1)=O, predict the reaction product. The product is: [CH2:14]([N:2]1[CH2:3][CH2:4][CH:5]([N:8]2[CH2:12][CH2:11][O:10][C:9]2=[O:13])[CH2:6][CH2:7]1)[C:15]1[CH:20]=[CH:19][CH:18]=[CH:17][CH:16]=1.